Regression. Given two drug SMILES strings and cell line genomic features, predict the synergy score measuring deviation from expected non-interaction effect. From a dataset of Merck oncology drug combination screen with 23,052 pairs across 39 cell lines. (1) Drug 1: O=C(CCCCCCC(=O)Nc1ccccc1)NO. Drug 2: CNC(=O)c1cc(Oc2ccc(NC(=O)Nc3ccc(Cl)c(C(F)(F)F)c3)cc2)ccn1. Cell line: RKO. Synergy scores: synergy=5.18. (2) Drug 1: NC1(c2ccc(-c3nc4ccn5c(=O)[nH]nc5c4cc3-c3ccccc3)cc2)CCC1. Drug 2: COC1=C2CC(C)CC(OC)C(O)C(C)C=C(C)C(OC(N)=O)C(OC)C=CC=C(C)C(=O)NC(=CC1=O)C2=O. Cell line: NCIH23. Synergy scores: synergy=-0.125. (3) Drug 1: C#Cc1cccc(Nc2ncnc3cc(OCCOC)c(OCCOC)cc23)c1. Drug 2: Cn1c(=O)n(-c2ccc(C(C)(C)C#N)cc2)c2c3cc(-c4cnc5ccccc5c4)ccc3ncc21. Cell line: UWB1289BRCA1. Synergy scores: synergy=41.0.